From a dataset of Reaction yield outcomes from USPTO patents with 853,638 reactions. Predict the reaction yield, written as a fraction of the theoretical maximum amount of product (1.0 means a 100% yield; for example, 0.34 means a 34% yield). (1) The reactants are [CH3:1][C:2]([O-])([CH3:4])[CH3:3].[K+].CC([O-])(C)C.[K+].CS(C)=O.[Li+].[OH-:18].C1(S([C:28]2C(C(C3C=CC=CC=3Cl)=O)=CC=[CH:30][N:29]=2)(=O)=O)C=CC=CC=1.C(O)(=O)C.[Na+].[Cl-].C(O)(=O)C1C=CC=CC=1.C(O)(=O)C1C=CC=CC=1.Cl[C:68]1C=CC=CC=1C(C1C(C=C(O)C2C=CN=CC=2)=NC=CC=1)=O. The catalyst is CS(C)=O.C(OC(C)C)(=O)C.C(O)(=O)C1C=CC=CC=1.ClC1C=CC=CC=1C(C1C(C=C(O)C2C=CN=CC=2)=NC=CC=1)=O.C1(C)C=CC=CC=1. The product is [C:1]([C:2]1[CH:4]=[CH:30][N:29]=[CH:28][CH:3]=1)(=[O:18])[CH3:68]. The yield is 0.830. (2) The reactants are [C:1](Cl)(=[O:5])[CH:2]([CH3:4])[CH3:3].CCN(CC)CC.[Cl:14][C:15]1[CH:20]=[C:19]([N+:21]([O-:23])=[O:22])[CH:18]=[CH:17][C:16]=1[N:24]1[CH2:29][CH2:28][NH:27][CH2:26][CH2:25]1. The catalyst is C(Cl)Cl. The product is [Cl:14][C:15]1[CH:20]=[C:19]([N+:21]([O-:23])=[O:22])[CH:18]=[CH:17][C:16]=1[N:24]1[CH2:29][CH2:28][N:27]([C:1](=[O:5])[CH:2]([CH3:4])[CH3:3])[CH2:26][CH2:25]1. The yield is 1.00. (3) The reactants are I[CH2:2][C@@H:3]([CH3:16])[CH2:4][N:5]1[C:10]2[CH:11]=[CH:12][CH:13]=[CH:14][C:9]=2[S:8][CH2:7][C:6]1=[O:15].[CH:17](=[C:21]1[CH2:26][CH2:25][NH:24][CH2:23][CH2:22]1)[CH2:18][CH2:19][CH3:20]. The catalyst is CC#N. The product is [CH:17](=[C:21]1[CH2:26][CH2:25][N:24]([CH2:2][C@@H:3]([CH3:16])[CH2:4][N:5]2[C:10]3[CH:11]=[CH:12][CH:13]=[CH:14][C:9]=3[S:8][CH2:7][C:6]2=[O:15])[CH2:23][CH2:22]1)[CH2:18][CH2:19][CH3:20]. The yield is 0.600. (4) The reactants are [C:1]([C:4]1[CH:11]=[CH:10][C:7]([CH:8]=[O:9])=[CH:6][CH:5]=1)([OH:3])=O.S(Cl)(Cl)=O.[C:16]([O:20][C:21](=[O:30])[NH:22][C:23]1[CH:28]=[CH:27][CH:26]=[CH:25][C:24]=1[NH2:29])([CH3:19])([CH3:18])[CH3:17].C(C1C=CC(C(Cl)=O)=CC=1)=O.C(N(C(C)C)CC)(C)C. The catalyst is ClCCl.CN(C=O)C. The product is [C:16]([O:20][C:21](=[O:30])[NH:22][C:23]1[CH:28]=[CH:27][CH:26]=[CH:25][C:24]=1[NH:29][C:1](=[O:3])[C:4]1[CH:11]=[CH:10][C:7]([CH:8]=[O:9])=[CH:6][CH:5]=1)([CH3:19])([CH3:17])[CH3:18]. The yield is 0.450. (5) The product is [OH:1][C:2]1[C:3](=[O:19])[NH:4][C:5](=[O:18])[N:6]([CH2:8][CH2:9][C:10]2[CH:15]=[CH:14][CH:13]=[CH:12][C:11]=2[OH:16])[N:7]=1. The yield is 0.680. The reactants are [OH:1][C:2]1[C:3](=[O:19])[NH:4][C:5](=[O:18])[N:6]([CH2:8][CH2:9][C:10]2[CH:15]=[CH:14][CH:13]=[CH:12][C:11]=2[O:16]C)[N:7]=1.B(Br)(Br)Br.O. The catalyst is ClCCl. (6) The reactants are [F:1][C:2]1[CH:3]=[C:4]([CH:23]=[C:24]([F:26])[CH:25]=1)[C:5]([C:7]1[CH:8]=[C:9]2[C:13](=[CH:14][CH:15]=1)[NH:12][N:11]=[C:10]2[NH:16][C:17](=[O:22])[C:18]([F:21])([F:20])[F:19])=[O:6].Cl[C:28]([C:41]1[CH:46]=[CH:45][CH:44]=[CH:43][CH:42]=1)([C:35]1[CH:40]=[CH:39][CH:38]=[CH:37][CH:36]=1)[C:29]1[CH:34]=[CH:33][CH:32]=[CH:31][CH:30]=1.C(N(CC)CC)C. The catalyst is ClCCl. The product is [F:1][C:2]1[CH:3]=[C:4]([CH:23]=[C:24]([F:26])[CH:25]=1)[C:5]([C:7]1[CH:8]=[C:9]2[C:13](=[CH:14][CH:15]=1)[N:12]([C:28]([C:29]1[CH:34]=[CH:33][CH:32]=[CH:31][CH:30]=1)([C:41]1[CH:42]=[CH:43][CH:44]=[CH:45][CH:46]=1)[C:35]1[CH:36]=[CH:37][CH:38]=[CH:39][CH:40]=1)[N:11]=[C:10]2[NH:16][C:17](=[O:22])[C:18]([F:20])([F:21])[F:19])=[O:6]. The yield is 0.860. (7) The reactants are [OH:1][C:2]1[C:7]([CH2:8][CH2:9][CH3:10])=[C:6]([OH:11])[CH:5]=[CH:4][C:3]=1[C:12](=[O:14])[CH3:13].O[CH2:16][C:17]1[CH:22]=[CH:21][C:20]([CH:23]([O:32][CH:33]2[CH2:38][CH2:37][CH2:36][CH2:35][O:34]2)[C:24]2[CH:25]=[C:26]([CH:29]=[CH:30][CH:31]=2)[C:27]#[N:28])=[CH:19][CH:18]=1.N(C(N1CCCCC1)=O)=NC(N1CCCCC1)=O.C(P(CCCC)CCCC)CCC. The catalyst is ClCCl.C1(C)C=CC=CC=1. The product is [C:12]([C:3]1[CH:4]=[CH:5][C:6]([O:11][CH2:16][C:17]2[CH:18]=[CH:19][C:20]([CH:23]([O:32][CH:33]3[CH2:38][CH2:37][CH2:36][CH2:35][O:34]3)[C:24]3[CH:25]=[C:26]([CH:29]=[CH:30][CH:31]=3)[C:27]#[N:28])=[CH:21][CH:22]=2)=[C:7]([CH2:8][CH2:9][CH3:10])[C:2]=1[OH:1])(=[O:14])[CH3:13]. The yield is 0.670.